This data is from Peptide-MHC class I binding affinity with 185,985 pairs from IEDB/IMGT. The task is: Regression. Given a peptide amino acid sequence and an MHC pseudo amino acid sequence, predict their binding affinity value. This is MHC class I binding data. (1) The peptide sequence is LSSLSLALV. The MHC is Mamu-A01 with pseudo-sequence Mamu-A01. The binding affinity (normalized) is 0.622. (2) The peptide sequence is LPEAYQWHI. The MHC is HLA-B46:01 with pseudo-sequence HLA-B46:01. The binding affinity (normalized) is 0.0847. (3) The peptide sequence is IIIPFIAYFV. The MHC is HLA-A02:02 with pseudo-sequence HLA-A02:02. The binding affinity (normalized) is 0.911. (4) The peptide sequence is MLVTPSMTM. The MHC is HLA-B35:01 with pseudo-sequence HLA-B35:01. The binding affinity (normalized) is 0.237. (5) The peptide sequence is RDTWGTTQCL. The MHC is Mamu-B01 with pseudo-sequence Mamu-B01. The binding affinity (normalized) is 0. (6) The peptide sequence is FAAFYFVFI. The MHC is HLA-A11:01 with pseudo-sequence HLA-A11:01. The binding affinity (normalized) is 0.0847. (7) The peptide sequence is DIVGGLFTY. The MHC is HLA-A29:02 with pseudo-sequence HLA-A29:02. The binding affinity (normalized) is 0.614. (8) The MHC is HLA-A11:01 with pseudo-sequence HLA-A11:01. The peptide sequence is DLSNSMRDF. The binding affinity (normalized) is 0.0847.